From a dataset of Catalyst prediction with 721,799 reactions and 888 catalyst types from USPTO. Predict which catalyst facilitates the given reaction. (1) The catalyst class is: 887. Product: [CH3:40][N:41]([CH3:42])[C:2]1[C:7]([C:8]2[CH:9]=[C:10]([CH:14]([OH:20])[C:15]([N:17]([CH3:18])[CH3:19])=[O:16])[CH:11]=[N:12][CH:13]=2)=[CH:6][N:5]=[C:4]2[NH:21][CH:22]=[C:23]([C:24]3[CH:29]=[CH:28][CH:27]=[CH:26][C:25]=3[O:30][CH3:31])[C:3]=12. Reactant: Cl[C:2]1[C:7]([C:8]2[CH:9]=[C:10]([CH:14]([OH:20])[C:15]([N:17]([CH3:19])[CH3:18])=[O:16])[CH:11]=[N:12][CH:13]=2)=[CH:6][N:5]=[C:4]2[N:21](COCC[Si](C)(C)C)[CH:22]=[C:23]([C:24]3[CH:29]=[CH:28][CH:27]=[CH:26][C:25]=3[O:30][CH3:31])[C:3]=12.[CH3:40][NH:41][CH3:42].F[P-](F)(F)(F)(F)F.N1(OC(N(C)C)=[N+](C)C)C2N=CC=CC=2N=N1.Cl.CNC.C(N(CC)C(C)C)(C)C. (2) Reactant: [NH3:1].Cl[C:3]1[N:8]=[C:7]([NH:9][C@H:10]([C:12]2[N:17]=[C:16]3[CH:18]=[CH:19][N:20]([CH3:21])[C:15]3=[CH:14][C:13]=2[C:22]2[N:26]([CH3:27])[N:25]=[CH:24][CH:23]=2)[CH3:11])[C:6]([Cl:28])=[CH:5][N:4]=1.[OH-].[NH4+]. Product: [Cl:28][C:6]1[C:7]([NH:9][C@H:10]([C:12]2[N:17]=[C:16]3[CH:18]=[CH:19][N:20]([CH3:21])[C:15]3=[CH:14][C:13]=2[C:22]2[N:26]([CH3:27])[N:25]=[CH:24][CH:23]=2)[CH3:11])=[N:8][C:3]([NH2:1])=[N:4][CH:5]=1. The catalyst class is: 5. (3) Product: [CH:27]([C:29]1[CH:34]=[C:33]([C:2]2[CH:3]=[C:4]3[C:8](=[C:9]([C:11]([NH2:13])=[O:12])[CH:10]=2)[NH:7][CH:6]=[C:5]3[CH:14]2[CH2:15][CH2:16][N:17]([S:20]([CH2:23][CH2:24][O:25][CH3:26])(=[O:22])=[O:21])[CH2:18][CH2:19]2)[CH:32]=[CH:31][CH:30]=1)=[O:28]. The catalyst class is: 70. Reactant: Br[C:2]1[CH:3]=[C:4]2[C:8](=[C:9]([C:11]([NH2:13])=[O:12])[CH:10]=1)[NH:7][CH:6]=[C:5]2[CH:14]1[CH2:19][CH2:18][N:17]([S:20]([CH2:23][CH2:24][O:25][CH3:26])(=[O:22])=[O:21])[CH2:16][CH2:15]1.[CH:27]([C:29]1[CH:30]=[C:31](B(O)O)[CH:32]=[CH:33][CH:34]=1)=[O:28].C(=O)([O-])[O-]. (4) The catalyst class is: 153. Reactant: [F:1][C:2]1[CH:7]=[CH:6][C:5]([CH:8]=[C:9]2[CH2:18][CH2:17][C:12]3([O:16][CH2:15][CH2:14][O:13]3)[CH2:11][CH2:10]2)=[CH:4][CH:3]=1.[H][H]. Product: [F:1][C:2]1[CH:7]=[CH:6][C:5]([CH2:8][CH:9]2[CH2:18][CH2:17][C:12]3([O:13][CH2:14][CH2:15][O:16]3)[CH2:11][CH2:10]2)=[CH:4][CH:3]=1.